From a dataset of Peptide-MHC class II binding affinity with 134,281 pairs from IEDB. Regression. Given a peptide amino acid sequence and an MHC pseudo amino acid sequence, predict their binding affinity value. This is MHC class II binding data. (1) The peptide sequence is LKGSETTVTERIFRE. The MHC is DRB1_1501 with pseudo-sequence DRB1_1501. The binding affinity (normalized) is 0.368. (2) The peptide sequence is WCYGVENVRVAYGKC. The MHC is HLA-DQA10201-DQB10303 with pseudo-sequence HLA-DQA10201-DQB10303. The binding affinity (normalized) is 0. (3) The peptide sequence is SGDVIVKAIGALEDI. The MHC is DRB1_0404 with pseudo-sequence DRB1_0404. The binding affinity (normalized) is 0.913. (4) The peptide sequence is TMAQMNQAFRNIVNM. The MHC is HLA-DPA10201-DPB10101 with pseudo-sequence HLA-DPA10201-DPB10101. The binding affinity (normalized) is 0.0440. (5) The peptide sequence is VAIKGPLRISASSAA. The MHC is HLA-DQA10501-DQB10402 with pseudo-sequence HLA-DQA10501-DQB10402. The binding affinity (normalized) is 0.646. (6) The peptide sequence is KLKFNSVIVNPSLNG. The MHC is DRB3_0101 with pseudo-sequence DRB3_0101. The binding affinity (normalized) is 0.171. (7) The peptide sequence is SEPGKYTAYEGQRVVF. The binding affinity (normalized) is 0.0732. The MHC is DRB1_0301 with pseudo-sequence DRB1_0301.